This data is from Full USPTO retrosynthesis dataset with 1.9M reactions from patents (1976-2016). The task is: Predict the reactants needed to synthesize the given product. (1) Given the product [O:1]1[CH2:6][CH2:5][O:4][C:3]2[CH:7]=[C:8]([C@H:11]([NH:13][C:14]3[N:19]=[C:18]([N:20]4[C@@H:24]([CH:25]([CH3:27])[CH3:26])[CH2:23][O:22][C:21]4=[O:28])[CH:17]=[CH:16][N:15]=3)[CH3:12])[CH:9]=[CH:10][C:2]1=2.[O:1]1[CH2:6][CH2:5][O:4][C:3]2[CH:7]=[C:8]([C@@H:11]([NH:13][C:14]3[N:19]=[C:18]([N:20]4[C@@H:24]([CH:25]([CH3:27])[CH3:26])[CH2:23][O:22][C:21]4=[O:28])[CH:17]=[CH:16][N:15]=3)[CH3:12])[CH:9]=[CH:10][C:2]1=2, predict the reactants needed to synthesize it. The reactants are: [O:1]1[CH2:6][CH2:5][O:4][C:3]2[CH:7]=[C:8]([CH:11]([NH:13][C:14]3[N:19]=[C:18]([N:20]4[C@@H:24]([CH:25]([CH3:27])[CH3:26])[CH2:23][O:22][C:21]4=[O:28])[CH:17]=[CH:16][N:15]=3)[CH3:12])[CH:9]=[CH:10][C:2]1=2.CC(O)C. (2) Given the product [C:1]([NH:29][C@@H:28]([CH3:30])[C:27]([O:26][CH3:25])=[O:31])(=[O:24])[CH2:2][CH2:3]/[CH:4]=[CH:5]\[CH2:6]/[CH:7]=[CH:8]\[CH2:9]/[CH:10]=[CH:11]\[CH2:12]/[CH:13]=[CH:14]\[CH2:15]/[CH:16]=[CH:17]\[CH2:18]/[CH:19]=[CH:20]\[CH2:21][CH3:22], predict the reactants needed to synthesize it. The reactants are: [C:1]([OH:24])(=O)[CH2:2][CH2:3]/[CH:4]=[CH:5]\[CH2:6]/[CH:7]=[CH:8]\[CH2:9]/[CH:10]=[CH:11]\[CH2:12]/[CH:13]=[CH:14]\[CH2:15]/[CH:16]=[CH:17]\[CH2:18]/[CH:19]=[CH:20]\[CH2:21][CH3:22].[CH3:25][O:26][C:27](=[O:31])[C@H:28]([CH3:30])[NH2:29].CCN=C=NCCCN(C)C. (3) Given the product [F:19][CH2:20][C@H:21]1[CH2:22][CH2:23][C@H:24]([N:27]2[C:28]3=[C:29]4[S:37][CH:36]=[CH:35][C:30]4=[N:31][CH:32]=[C:33]3[N:34]=[C:3]2[C@H:2]([OH:1])[CH3:6])[CH2:25][CH2:26]1, predict the reactants needed to synthesize it. The reactants are: [OH:1][C@H:2]([CH3:6])[C:3](N)=O.F[B-](F)(F)F.C([O+](CC)CC)C.[F:19][CH2:20][C@H:21]1[CH2:26][CH2:25][C@H:24]([NH:27][C:28]2[C:33]([NH2:34])=[CH:32][N:31]=[C:30]3[CH:35]=[CH:36][S:37][C:29]=23)[CH2:23][CH2:22]1. (4) Given the product [Cl:1][C:2]1[CH:3]=[C:4]([CH2:14][N:15]2[C:19]([CH3:20])=[CH:18][C:17]([C:21]([NH:32][C@H:29]3[CH2:30][CH2:31][C@H:26]([O:25][CH3:24])[CH2:27][CH2:28]3)=[O:22])=[N:16]2)[C:5]2[O:9][C:8]([CH:10]([CH3:12])[CH3:11])=[CH:7][C:6]=2[CH:13]=1, predict the reactants needed to synthesize it. The reactants are: [Cl:1][C:2]1[CH:3]=[C:4]([CH2:14][N:15]2[C:19]([CH3:20])=[CH:18][C:17]([C:21](Cl)=[O:22])=[N:16]2)[C:5]2[O:9][C:8]([CH:10]([CH3:12])[CH3:11])=[CH:7][C:6]=2[CH:13]=1.[CH3:24][O:25][C@H:26]1[CH2:31][CH2:30][C@H:29]([NH2:32])[CH2:28][CH2:27]1.C(N(CC)CC)C. (5) The reactants are: C(Cl)(C(Cl)=O)=O.CS(C)=O.[CH3:11][C:12]1([CH3:42])[O:16][C@H:15]([C@H:17]([OH:39])[CH2:18][O:19][C:20]([C:33]2[CH:38]=[CH:37][CH:36]=[CH:35][CH:34]=2)([C:27]2[CH:32]=[CH:31][CH:30]=[CH:29][CH:28]=2)[C:21]2[CH:26]=[CH:25][CH:24]=[CH:23][CH:22]=2)[C@H:14]([CH:40]=[CH2:41])[O:13]1.C(N(CC)CC)C.[Cl-].[NH4+]. Given the product [CH3:11][C:12]1([CH3:42])[O:16][C@H:15]([C:17](=[O:39])[CH2:18][O:19][C:20]([C:27]2[CH:32]=[CH:31][CH:30]=[CH:29][CH:28]=2)([C:21]2[CH:22]=[CH:23][CH:24]=[CH:25][CH:26]=2)[C:33]2[CH:38]=[CH:37][CH:36]=[CH:35][CH:34]=2)[C@H:14]([CH:40]=[CH2:41])[O:13]1, predict the reactants needed to synthesize it. (6) Given the product [Cl:1][C:2]1[CH:3]=[CH:4][C:5]([CH3:16])=[C:6]([C:8]2[CH:13]=[CH:12][N:11]=[CH:10][C:9]=2[N:14]([CH3:15])[C:22](=[O:23])[C:21]2[CH:20]=[C:19]([C:18]([F:33])([F:32])[F:17])[CH:27]=[C:26]([C:28]([F:31])([F:30])[F:29])[CH:25]=2)[CH:7]=1, predict the reactants needed to synthesize it. The reactants are: [Cl:1][C:2]1[CH:3]=[CH:4][C:5]([CH3:16])=[C:6]([C:8]2[CH:13]=[CH:12][N:11]=[CH:10][C:9]=2[NH:14][CH3:15])[CH:7]=1.[F:17][C:18]([F:33])([F:32])[C:19]1[CH:20]=[C:21]([CH:25]=[C:26]([C:28]([F:31])([F:30])[F:29])[CH:27]=1)[C:22](Cl)=[O:23]. (7) Given the product [CH2:1]([O:3][C:4]([N:6]1[CH2:11][CH2:10][C@H:9]([NH2:12])[C@H:8]([O:21][CH2:22][CH3:23])[CH2:7]1)=[O:5])[CH3:2], predict the reactants needed to synthesize it. The reactants are: [CH2:1]([O:3][C:4]([N:6]1[CH2:11][CH2:10][C@H:9]([NH:12]C(C2C=CC=CC=2)C)[C@H:8]([O:21][CH2:22][CH3:23])[CH2:7]1)=[O:5])[CH3:2].[H][H]. (8) Given the product [F:1][C:2]1[CH:3]=[C:4]2[C:8](=[CH:9][C:10]=1[NH:11][CH2:25][C:14]1[CH:21]=[CH:20][C:17]([CH3:18])=[CH:16][CH:15]=1)[NH:7][C:6](=[O:12])[CH2:5]2, predict the reactants needed to synthesize it. The reactants are: [F:1][C:2]1[CH:3]=[C:4]2[C:8](=[CH:9][C:10]=1[NH2:11])[NH:7][C:6](=[O:12])[CH2:5]2.F[C:14]1[CH:21]=[CH:20][C:17]([CH:18]=O)=[CH:16][CH:15]=1.[BH4-].[Na+].O.[CH2:25](O)C. (9) The reactants are: [Cl:1][C:2]1[C:33]([CH3:34])=[CH:32][C:5]([O:6][CH2:7][CH2:8][CH2:9][C:10]2[C:18]3[C:13](=[C:14]([C:19]4[C:20]([CH3:25])=[N:21][NH:22][C:23]=4[CH3:24])[CH:15]=[CH:16][CH:17]=3)[N:12]([CH2:26][CH2:27][C:28]([OH:30])=[O:29])[C:11]=2[CH3:31])=[CH:4][C:3]=1[CH3:35].C(=O)([O-])[O-].[Cs+].[Cs+].Br.Br[CH2:44][C:45]1[CH:50]=[CH:49][CH:48]=[CH:47][N:46]=1.O.CC#N. Given the product [Cl:1][C:2]1[C:33]([CH3:34])=[CH:32][C:5]([O:6][CH2:7][CH2:8][CH2:9][C:10]2[C:18]3[C:13](=[C:14]([C:19]4[C:23]([CH3:24])=[N:22][N:21]([CH2:44][C:45]5[CH:50]=[CH:49][CH:48]=[CH:47][N:46]=5)[C:20]=4[CH3:25])[CH:15]=[CH:16][CH:17]=3)[N:12]([CH2:26][CH2:27][C:28]([OH:30])=[O:29])[C:11]=2[CH3:31])=[CH:4][C:3]=1[CH3:35], predict the reactants needed to synthesize it.